This data is from Full USPTO retrosynthesis dataset with 1.9M reactions from patents (1976-2016). The task is: Predict the reactants needed to synthesize the given product. (1) Given the product [C:1]([C:5]1[C:6]([OH:15])=[C:7]([C:11]([Cl:14])=[CH:12][CH:13]=1)[C:8]([NH:48][C:47]1[CH:49]=[CH:50][C:51]([S:53]([C:56]([F:59])([F:57])[F:58])(=[O:55])=[O:54])=[CH:52][C:46]=1[CH3:45])=[O:10])([CH3:2])([CH3:3])[CH3:4], predict the reactants needed to synthesize it. The reactants are: [C:1]([C:5]1[C:6]([OH:15])=[C:7]([C:11]([Cl:14])=[CH:12][CH:13]=1)[C:8]([OH:10])=O)([CH3:4])([CH3:3])[CH3:2].C(C1C(O)=C(C(Cl)=CC=1)C(NC1C=CC(S(C(F)(F)F)(=O)=O)=CC=1Cl)=O)(C)(C)C.[CH3:45][C:46]1[CH:52]=[C:51]([S:53]([C:56]([F:59])([F:58])[F:57])(=[O:55])=[O:54])[CH:50]=[CH:49][C:47]=1[NH2:48]. (2) Given the product [CH3:21][O:1][C:2]1[C:11]2[C:6](=[CH:7][CH:8]=[C:9]([NH:12][C:13](=[O:15])[CH3:14])[CH:10]=2)[N:5]=[C:4]([CH2:16][CH2:17][CH2:18][CH2:19][CH3:20])[CH:3]=1, predict the reactants needed to synthesize it. The reactants are: [OH:1][C:2]1[C:11]2[C:6](=[CH:7][CH:8]=[C:9]([NH:12][C:13](=[O:15])[CH3:14])[CH:10]=2)[N:5]=[C:4]([CH2:16][CH2:17][CH2:18][CH2:19][CH3:20])[CH:3]=1.[CH3:21]OS(OC)(=O)=O. (3) Given the product [CH2:2]1[C:15]2([CH2:14][CH2:5][CH2:4][CH2:3][CH2:2]2)[CH2:6][CH2:5][C:4](=[N:8][OH:9])[CH2:3]1, predict the reactants needed to synthesize it. The reactants are: N1[CH:6]=[CH:5][CH:4]=[CH:3][CH:2]=1.Cl.[NH2:8][OH:9].O1[CH2:15][CH2:14]OCC1.